Dataset: Forward reaction prediction with 1.9M reactions from USPTO patents (1976-2016). Task: Predict the product of the given reaction. (1) Given the reactants [CH3:1][O:2][C:3]([C:5]1[CH:10]=[CH:9][C:8]([C:11]2[CH:12]=[N:13][C:14]([N:17]3[CH2:22][CH2:21][N:20](C(OC(C)(C)C)=O)[CH2:19][CH2:18]3)=[N:15][CH:16]=2)=[CH:7][CH:6]=1)=[O:4].O1CCOCC1.[ClH:36], predict the reaction product. The product is: [ClH:36].[ClH:36].[N:17]1([C:14]2[N:13]=[CH:12][C:11]([C:8]3[CH:7]=[CH:6][C:5]([C:3]([O:2][CH3:1])=[O:4])=[CH:10][CH:9]=3)=[CH:16][N:15]=2)[CH2:22][CH2:21][NH:20][CH2:19][CH2:18]1. (2) Given the reactants [O:1]1[C:8]2[CH:7]=[C:6]([C:9]([O-:11])=[O:10])[NH:5][C:4]=2[CH:3]=[CH:2]1.[Na+].Cl[CH2:14][CH2:15][OH:16], predict the reaction product. The product is: [O:1]1[C:8]2[CH:7]=[C:6]([C:9]([O:11][CH2:14][CH2:15][OH:16])=[O:10])[NH:5][C:4]=2[CH:3]=[CH:2]1. (3) Given the reactants [Cl:1][C:2]1[C:3]([F:38])=[C:4]([C@@H:8]2[C@:12]([C:15]3[CH:20]=[CH:19][C:18]([Cl:21])=[CH:17][C:16]=3[F:22])([C:13]#[N:14])[C@H:11]([CH2:23][C:24]([CH3:27])([CH3:26])[CH3:25])[NH:10][C@H:9]2[C:28]([NH:30][C:31]2[CH:36]=[CH:35][C:34](I)=[CH:33][N:32]=2)=[O:29])[CH:5]=[CH:6][CH:7]=1.CN(C=O)C.C(=O)([O-])[O-].[K+].[K+], predict the reaction product. The product is: [N:32]1[CH:33]=[CH:34][CH:35]=[CH:36][C:31]=1[NH:30][C:28]([C@H:9]1[C@H:8]([C:4]2[CH:5]=[CH:6][CH:7]=[C:2]([Cl:1])[C:3]=2[F:38])[C@:12]([C:15]2[CH:20]=[CH:19][C:18]([Cl:21])=[CH:17][C:16]=2[F:22])([C:13]#[N:14])[C@H:11]([CH2:23][C:24]([CH3:27])([CH3:26])[CH3:25])[NH:10]1)=[O:29]. (4) Given the reactants [Br:1][C:2]1[CH:3]=[C:4]([NH2:8])[CH:5]=[N:6][CH:7]=1.[CH3:9][C:10]1[CH:17]=[CH:16][C:13]([CH:14]=O)=[CH:12][CH:11]=1.[Si]([C:22]#[N:23])(C)(C)C, predict the reaction product. The product is: [Br:1][C:2]1[CH:3]=[C:4]([NH:8][CH:14]([C:13]2[CH:16]=[CH:17][C:10]([CH3:9])=[CH:11][CH:12]=2)[C:22]#[N:23])[CH:5]=[N:6][CH:7]=1. (5) The product is: [CH:1]1([O:5][C:6]([NH:8][C@@H:9]2[C:23](=[O:24])[N:22]3[CH2:25][C@H:26]([O:28][C:29]4[C:30]5[S:44][CH:43]=[CH:42][C:31]=5[N:32]=[C:33]([C:35]5[N:39]([CH3:40])[N:38]=[C:37]([CH3:41])[CH:36]=5)[N:34]=4)[CH2:27][C@H:21]3[C:20](=[O:45])[NH:19][C@:18]3([C:47]([OH:49])=[O:48])[CH2:46][C@H:17]3[CH:16]=[CH:15][CH2:14][CH2:13][CH2:12][CH2:11][CH2:10]2)=[O:7])[CH2:4][CH2:3][CH2:2]1. Given the reactants [CH:1]1([O:5][C:6]([NH:8][C@@H:9]2[C:23](=[O:24])[N:22]3[CH2:25][C@H:26]([O:28][C:29]4[C:30]5[S:44][CH:43]=[CH:42][C:31]=5[N:32]=[C:33]([C:35]5[N:39]([CH3:40])[N:38]=[C:37]([CH3:41])[CH:36]=5)[N:34]=4)[CH2:27][C@H:21]3[C:20](=[O:45])[NH:19][C@:18]3([C:47]([O:49]C)=[O:48])[CH2:46][C@H:17]3[CH:16]=[CH:15][CH2:14][CH2:13][CH2:12][CH2:11][CH2:10]2)=[O:7])[CH2:4][CH2:3][CH2:2]1.O1CCCC1.[OH-].[Li+], predict the reaction product.